This data is from CYP2C9 inhibition data for predicting drug metabolism from PubChem BioAssay. The task is: Regression/Classification. Given a drug SMILES string, predict its absorption, distribution, metabolism, or excretion properties. Task type varies by dataset: regression for continuous measurements (e.g., permeability, clearance, half-life) or binary classification for categorical outcomes (e.g., BBB penetration, CYP inhibition). Dataset: cyp2c9_veith. The molecule is COC(=O)c1ccc(NC(=O)C2CCCCC2C(=O)O)cc1. The result is 0 (non-inhibitor).